This data is from Forward reaction prediction with 1.9M reactions from USPTO patents (1976-2016). The task is: Predict the product of the given reaction. (1) Given the reactants Cl[C:2]1[C:3]2[CH:10]=[CH:9][NH:8][C:4]=2[N:5]=[CH:6][N:7]=1.ClC1N=CC2C=CNC=2N=1.C([Si](Cl)(C(C)C)C(C)C)(C)C.[H-].[Na+], predict the reaction product. The product is: [N:5]1[C:4]2[NH:8][CH:9]=[CH:10][C:3]=2[CH:2]=[N:7][CH:6]=1. (2) Given the reactants [CH:1]([C@H:3]1[O:7][C:6]([CH3:9])([CH3:8])[O:5][C@H:4]1[CH2:10]COCC(OCC)=O)=[O:2].C([C@H:21]1[O:25][C:24](C)([CH3:26])[O:23][C@H:22]1CCOCC(OC)=O)=O.C([C@H]1OC(CC)(CC)O[C@H]1COCC(OCC)=O)=[O:37].C([C@H]1OC(CC)(CC)O[C@H]1CCOCC(OCC)=O)=O.C([C@H]1OC(CC)(CC)O[C@H]1CCOCC(OC)=O)=O.C([C@H]1OC(C)(CC)O[C@H]1COCC(OCC)=O)=O.C([C@H]1OC(C)(CC)O[C@H]1CCOCC(OCC)=O)=O.C([C@H]1OC(C)(CC)O[C@H]1CCOCC(OC)=O)=O.C([C@H]1OC(C)(CC)O[C@H]1COCC(OC(C)(C)C)=O)=O.C([C@H]1OC(C)(CC)O[C@H]1CCOCC(OC(C)(C)C)=O)=O, predict the reaction product. The product is: [CH:10]([C@H:4]1[O:5][C:6]([CH3:8])([CH3:9])[O:7][C@H:3]1[CH2:1][O:2][CH2:26][C:24]([O:23][CH2:22][CH3:21])=[O:25])=[O:37]. (3) Given the reactants C([O:3][C:4]([C:6]1[CH:7]=[CH:8][C:9]2[N:10]([C:12]([CH:15]([C:17]3[CH:18]=[C:19]4[C:23](=[CH:24][CH:25]=3)[N:22]([CH3:26])[N:21]=[CH:20]4)[CH3:16])=[CH:13][N:14]=2)[N:11]=1)=[CH2:5])C.Cl, predict the reaction product. The product is: [CH3:26][N:22]1[C:23]2[C:19](=[CH:18][C:17]([CH:15]([C:12]3[N:10]4[N:11]=[C:6]([C:4](=[O:3])[CH3:5])[CH:7]=[CH:8][C:9]4=[N:14][CH:13]=3)[CH3:16])=[CH:25][CH:24]=2)[CH:20]=[N:21]1. (4) Given the reactants C[O:2][C:3](=[O:31])[C:4]1[CH:9]=[C:8]([N:10]2[CH:15]=[CH:14][CH:13]=[CH:12][C:11]2=[O:16])[CH:7]=[CH:6][C:5]=1[NH:17][C:18](=[O:30])[CH2:19][CH2:20][NH:21][C:22]([C:24]1[S:25][C:26]([Cl:29])=[CH:27][CH:28]=1)=[O:23].[OH-].[Na+], predict the reaction product. The product is: [Cl:29][C:26]1[S:25][C:24]([C:22]([NH:21][CH2:20][CH2:19][C:18]([NH:17][C:5]2[CH:6]=[CH:7][C:8]([N:10]3[CH:15]=[CH:14][CH:13]=[CH:12][C:11]3=[O:16])=[CH:9][C:4]=2[C:3]([OH:31])=[O:2])=[O:30])=[O:23])=[CH:28][CH:27]=1. (5) Given the reactants [F:1][CH:2]([F:5])[CH2:3]Cl.[CH3:6][O:7][C:8]1[CH:15]=[CH:14][C:11]([CH2:12][NH2:13])=[CH:10][CH:9]=1, predict the reaction product. The product is: [F:1][CH:2]([F:5])[CH2:3][NH:13][CH2:12][C:11]1[CH:14]=[CH:15][C:8]([O:7][CH3:6])=[CH:9][CH:10]=1. (6) Given the reactants Cl.[NH2:2][CH2:3][C:4]1[CH:5]=[CH:6][C:7]([Cl:20])=[C:8]([O:10][C:11]2[CH:12]=[C:13]([CH:16]=[C:17]([Cl:19])[CH:18]=2)[C:14]#[N:15])[CH:9]=1.[Br:21][C:22]1[N:23]=[CH:24][NH:25][C:26]=1[C:27](O)=[O:28].CN(C(ON1N=NC2C=CC=NC1=2)=[N+](C)C)C.F[P-](F)(F)(F)(F)F.CCN(C(C)C)C(C)C.C([O-])(O)=O.[Na+], predict the reaction product. The product is: [Br:21][C:22]1[N:23]=[CH:24][NH:25][C:26]=1[C:27]([NH:2][CH2:3][C:4]1[CH:5]=[CH:6][C:7]([Cl:20])=[C:8]([O:10][C:11]2[CH:12]=[C:13]([C:14]#[N:15])[CH:16]=[C:17]([Cl:19])[CH:18]=2)[CH:9]=1)=[O:28]. (7) Given the reactants [Cl:1][C:2]1[C:7]([CH2:8][O:9][C:10]2[C:18]3[N:17]=[C:16]([O:19][CH3:20])[N:15]([CH2:21][C:22]4[CH:27]=[CH:26][CH:25]=[CH:24][N:23]=4)[C:14]=3[CH:13]=[CH:12][CH:11]=2)=[C:6]([Cl:28])[CH:5]=[CH:4][C:3]=1[N:29]([CH3:46])[C:30](=[O:45])[CH2:31][NH:32][C:33]([CH:35]1[CH2:39][CH2:38][N:37]([CH:40]2[CH2:44][CH2:43][NH:42][CH2:41]2)[CH2:36]1)=[O:34].[CH3:47][N:48]=[C:49]=[O:50], predict the reaction product. The product is: [Cl:1][C:2]1[C:7]([CH2:8][O:9][C:10]2[C:18]3[N:17]=[C:16]([O:19][CH3:20])[N:15]([CH2:21][C:22]4[CH:27]=[CH:26][CH:25]=[CH:24][N:23]=4)[C:14]=3[CH:13]=[CH:12][CH:11]=2)=[C:6]([Cl:28])[CH:5]=[CH:4][C:3]=1[N:29]([CH3:46])[C:30](=[O:45])[CH2:31][NH:32][C:33]([CH:35]1[CH2:39][CH2:38][N:37]([CH:40]2[CH2:44][CH2:43][N:42]([C:49]([NH:48][CH3:47])=[O:50])[CH2:41]2)[CH2:36]1)=[O:34]. (8) Given the reactants C[O:2][C:3](=[O:44])[CH2:4][CH2:5][CH2:6][C:7](=[O:43])[NH:8][C:9]1[CH:14]=[CH:13][C:12]([C:15]([C:20]2[CH:25]=[CH:24][C:23]([C:26]#[C:27][CH:28]([O:33][Si:34]([C:37]([CH3:40])([CH3:39])[CH3:38])([CH3:36])[CH3:35])[C:29]([CH3:32])([CH3:31])[CH3:30])=[C:22]([CH3:41])[CH:21]=2)([CH2:18][CH3:19])[CH2:16][CH3:17])=[CH:11][C:10]=1[CH3:42].CC1(C)C2(CS(O)(=O)=O)C(CC1CC2)=O.C([O-])(O)=O.[Na+].C(Cl)Cl, predict the reaction product. The product is: [C:37]([Si:34]([CH3:35])([CH3:36])[O:33][CH:28]([C:29]([CH3:32])([CH3:31])[CH3:30])[C:27]#[C:26][C:23]1[CH:24]=[CH:25][C:20]([C:15]([C:12]2[CH:13]=[CH:14][C:9]([NH:8][C:7]([CH2:6][CH2:5][CH2:4][C:3]([OH:44])=[O:2])=[O:43])=[C:10]([CH3:42])[CH:11]=2)([CH2:16][CH3:17])[CH2:18][CH3:19])=[CH:21][C:22]=1[CH3:41])([CH3:38])([CH3:40])[CH3:39].[CH2:16]([C:15]([C:12]1[CH:13]=[CH:14][C:9]([NH:8][C:7]([CH2:6][CH2:5][CH2:4][C:3]([OH:44])=[O:2])=[O:43])=[C:10]([CH3:42])[CH:11]=1)([C:20]1[CH:25]=[CH:24][C:23]([C:26]#[C:27][CH:28]([OH:33])[C:29]([CH3:31])([CH3:32])[CH3:30])=[C:22]([CH3:41])[CH:21]=1)[CH2:18][CH3:19])[CH3:17]. (9) Given the reactants [ClH:1].[F:2][C:3]1[CH:8]=[CH:7][C:6]([C:9](=[O:28])[CH2:10][N:11]2[CH2:16][CH2:15][CH:14]([CH2:17][N:18]3[CH2:26][C:25]4[C:20](=[CH:21][CH:22]=[CH:23][CH:24]=4)[C:19]3=[O:27])[CH2:13][CH2:12]2)=[CH:5][CH:4]=1.O.CC(C)=[O:32], predict the reaction product. The product is: [OH2:27].[OH2:32].[ClH:1].[F:2][C:3]1[CH:8]=[CH:7][C:6]([C:9](=[O:28])[CH2:10][N:11]2[CH2:12][CH2:13][CH:14]([CH2:17][N:18]3[CH2:26][C:25]4[C:20](=[CH:21][CH:22]=[CH:23][CH:24]=4)[C:19]3=[O:27])[CH2:15][CH2:16]2)=[CH:5][CH:4]=1. (10) Given the reactants [C:1]([C:4]1[CH:9]=[CH:8][C:7]([NH:10][C:11](=[O:13])[CH3:12])=[CH:6][C:5]=1[OH:14])(=O)[CH3:2].C(O)(=O)C, predict the reaction product. The product is: [CH2:1]([C:4]1[CH:9]=[CH:8][C:7]([NH:10][C:11](=[O:13])[CH3:12])=[CH:6][C:5]=1[OH:14])[CH3:2].